This data is from Experimentally validated miRNA-target interactions with 360,000+ pairs, plus equal number of negative samples. The task is: Binary Classification. Given a miRNA mature sequence and a target amino acid sequence, predict their likelihood of interaction. (1) The miRNA is rno-miR-130b-3p with sequence CAGUGCAAUGAUGAAAGGGCAU. The protein sequence of the target gene is MMLNSDTMELDLPPTHSETESGFSDCGGGPGPDGAGSGDPGVVQVRSSELGESGRKDLQHLSREERRRRRRATAKYRTAHATRERIRVEAFNLAFAELRKLLPTLPPDKKLSKIEILRLAICYISYLNHVLDV. Result: 0 (no interaction). (2) The miRNA is ath-miR1888a with sequence UAAGUUAAGAUUUGUGAAGAA. The protein sequence of the target gene is MLPSLQESLDGDEKELESSEEGGSAEERRLEPPPSSHYCLYSFRGSRLTQNRGDSDDGRSGGINAETPSGDDFSLSLVDTNLPSEVEPELRSFIAKRLSKGAVFEGLGNVASVELRIPGYRVGCYYCLFQQEKLLPEIAAMESEHNPSEYVVCFLGGSEKGLELFRLELDKYIQGLKNNMNCEERSLGNDVKSYLNSWYEDVVCPIQRVVLLFQEKLTFLLHAALSYTPVEFKESDEKTKRDINRFLSVASLQGLIHEGTMTSLCMAMTEEQHKSVIIDCSGPQPQFHNAGSNRFCEDWM.... Result: 0 (no interaction). (3) The miRNA is mmu-miR-672-5p with sequence UGAGGUUGGUGUACUGUGUGUGA. The protein sequence of the target gene is MASDTPGFYMDKLNKYRQMHGVAITYKELSTSGPPHDRRFTFQVLIDEKEFPEAKGRSKQEARNAAAKLAVDILDNENKVDCHTSASEQGLFVGNYIGLVNSFAQKKKLSVNYEQCEPNSELPQRFICKCKIGQTMYGTGSGVTKQEAKQLAAKEAYQKLLKSPPKTAGTSSSVVTSTFSGFSSSSSMTSNGVSQSAPGSFSSENVFTNGLGENKRKSGVKVSPDDVQRNKYTLDARFNSDFEDIEEIGLGGFGQVFKAKHRIDGKRYAIKRVKYNTEKAEHEVQALAELNHVNIVQYHS.... Result: 0 (no interaction). (4) The miRNA is hsa-miR-3941 with sequence UUACACACAACUGAGGAUCAUA. The protein sequence of the target gene is MANSAKAEEYEKMSLEQAKASVNSETESSFNINENTTASGTGLSEKTSVCRQVDIARKRKEFEDDLVKESSSCGKDTPSKKRKLDPEIVPEEKDCGDAEGNSKKRKRETEDVPKDKSSTGDGTQNKRKIALEDVPEKQKNLEEGHSSTVAAHYNELQEVGLEKRSQSRIFYLRNFNNWMKSVLIGEFLEKVRQKKKRDITVLDLGCGKGGDLLKWKKGRINKLVCTDIADVSVKQCQQRYEDMKNRRDSEYIFSAEFITADSSKELLIDKFRDPQMCFDICSCQFVCHYSFESYEQADMM.... Result: 1 (interaction).